Dataset: Full USPTO retrosynthesis dataset with 1.9M reactions from patents (1976-2016). Task: Predict the reactants needed to synthesize the given product. Given the product [CH2:11]([O:1][C:2]1[CH:10]=[C:9]2[C:5]([CH:6]=[CH:7][NH:8]2)=[CH:4][CH:3]=1)[CH3:12], predict the reactants needed to synthesize it. The reactants are: [OH:1][C:2]1[CH:10]=[C:9]2[C:5]([CH:6]=[CH:7][NH:8]2)=[CH:4][CH:3]=1.[CH2:11](Br)[CH3:12].C([O-])([O-])=O.[Cs+].[Cs+].